Task: Predict the reaction yield, written as a fraction of the theoretical maximum amount of product (1.0 means a 100% yield; for example, 0.34 means a 34% yield).. Dataset: Reaction yield outcomes from USPTO patents with 853,638 reactions (1) The reactants are [F:1][C:2]1[C:3]([NH:18][C:19]2[CH:24]=[CH:23][C:22]([I:25])=[CH:21][C:20]=2[F:26])=[C:4]([C:9]([N:11]2[CH2:14][CH:13]([C:15]([OH:17])=O)[CH2:12]2)=[O:10])[CH:5]=[CH:6][C:7]=1[F:8].CN(C(ON1N=NC2C=CC=CC1=2)=[N+](C)C)C.F[P-](F)(F)(F)(F)F.[NH2:51][CH2:52][CH2:53][OH:54].CN1CCOCC1. The catalyst is CN(C)C=O.C(Cl)(Cl)Cl. The product is [F:1][C:2]1[C:3]([NH:18][C:19]2[CH:24]=[CH:23][C:22]([I:25])=[CH:21][C:20]=2[F:26])=[C:4]([C:9]([N:11]2[CH2:12][CH:13]([C:15]([NH:51][CH2:52][CH2:53][OH:54])=[O:17])[CH2:14]2)=[O:10])[CH:5]=[CH:6][C:7]=1[F:8]. The yield is 0.580. (2) The reactants are [CH:1]([NH:3][NH2:4])=[O:2].C([N:8]([CH2:12][CH2:13][CH3:14])[CH2:9]CC)CC.C(C1C=[CH:20][S:19][C:18]=1[NH:22]C(=O)OC)#N. The catalyst is COCCO. The product is [N:8]1[CH:9]=[N:4][N:3]2[C:12]=1[C:13]1[CH:14]=[CH:20][S:19][C:18]=1[NH:22][C:1]2=[O:2]. The yield is 0.260. (3) The reactants are [CH2:1]([CH:3]([CH2:17][CH3:18])[C:4]([C:6]1[O:7][C:8]2[CH:15]=[CH:14][C:13]([F:16])=[CH:12][C:9]=2[C:10]=1[CH3:11])=[O:5])[CH3:2].[BH4-].[Na+].O. The catalyst is CO.O1CCCC1. The product is [CH2:17]([CH:3]([CH2:1][CH3:2])[CH:4]([C:6]1[O:7][C:8]2[CH:15]=[CH:14][C:13]([F:16])=[CH:12][C:9]=2[C:10]=1[CH3:11])[OH:5])[CH3:18]. The yield is 1.00.